Dataset: Peptide-MHC class II binding affinity with 134,281 pairs from IEDB. Task: Regression. Given a peptide amino acid sequence and an MHC pseudo amino acid sequence, predict their binding affinity value. This is MHC class II binding data. (1) The peptide sequence is KIGDDATLSCNRN. The MHC is DRB1_1501 with pseudo-sequence DRB1_1501. The binding affinity (normalized) is 0. (2) The peptide sequence is EHELYVAVLSNALHR. The MHC is DRB3_0101 with pseudo-sequence DRB3_0101. The binding affinity (normalized) is 0.726. (3) The peptide sequence is VKVLHHMVKISG. The MHC is DRB1_1101 with pseudo-sequence DRB1_1101. The binding affinity (normalized) is 0.772. (4) The peptide sequence is VFLGSAYGIPKVPPG. The MHC is HLA-DPA10103-DPB10402 with pseudo-sequence HLA-DPA10103-DPB10402. The binding affinity (normalized) is 0.0968.